The task is: Predict the product of the given reaction.. This data is from Forward reaction prediction with 1.9M reactions from USPTO patents (1976-2016). (1) Given the reactants [H-].[Na+].[Br:3][C:4]1[CH:5]=[CH:6][C:7]([O:17][CH3:18])=[C:8]([CH:16]=1)[CH2:9][C@H:10]1[CH2:14][O:13][C:12](=[O:15])[NH:11]1.[CH3:19][CH2:20][CH2:21]Br, predict the reaction product. The product is: [Br:3][C:4]1[CH:5]=[CH:6][C:7]([O:17][CH3:18])=[C:8]([CH:16]=1)[CH2:9][C@H:10]1[CH2:14][O:13][C:12](=[O:15])[N:11]1[CH2:19][CH2:20][CH3:21]. (2) Given the reactants [NH:1]1[C:9]2[C:4](=[CH:5][CH:6]=[CH:7][CH:8]=2)[C:3](/[CH:10]=[CH:11]/[C:12]2[CH:17]=[CH:16][CH:15]=[CH:14][C:13]=2[NH2:18])=[N:2]1.C(N(CC)CC)C.[F:26][C:27]1[CH:35]=[CH:34][C:30]([C:31](Cl)=[O:32])=[CH:29][CH:28]=1.C(=O)([O-])[O-].[K+].[K+], predict the reaction product. The product is: [F:26][C:27]1[CH:35]=[CH:34][C:30]([C:31]([NH:18][C:13]2[CH:14]=[CH:15][CH:16]=[CH:17][C:12]=2/[CH:11]=[CH:10]/[C:3]2[C:4]3[C:9](=[CH:8][CH:7]=[CH:6][CH:5]=3)[NH:1][N:2]=2)=[O:32])=[CH:29][CH:28]=1. (3) Given the reactants [CH3:1][N:2]1[CH2:9][C@@H:8]2[C@@H:4]([N:5]([C:10]3[CH:15]=[CH:14][C:13]([N:16]4[CH2:21][CH2:20][NH:19][CH2:18][CH2:17]4)=[CH:12][CH:11]=3)[CH2:6][CH2:7]2)[CH2:3]1.Br[C:23]1[S:24][CH:25]=[CH:26][N:27]=1.C1(P(C2C=CC=CC=2)C2C=CC3C(=CC=CC=3)C=2C2C3C(=CC=CC=3)C=CC=2P(C2C=CC=CC=2)C2C=CC=CC=2)C=CC=CC=1.CC(C)([O-])C.[Na+], predict the reaction product. The product is: [CH3:1][N:2]1[CH2:9][C@@H:8]2[C@@H:4]([N:5]([C:10]3[CH:11]=[CH:12][C:13]([N:16]4[CH2:17][CH2:18][N:19]([C:23]5[S:24][CH:25]=[CH:26][N:27]=5)[CH2:20][CH2:21]4)=[CH:14][CH:15]=3)[CH2:6][CH2:7]2)[CH2:3]1. (4) The product is: [CH3:15][C:14]1[CH:16]=[CH:17][C:11]([S:8]([O:7][CH2:6][CH2:5][O:4][CH:1]2[CH2:3][CH2:2]2)(=[O:10])=[O:9])=[CH:12][CH:13]=1. Given the reactants [CH:1]1([O:4][CH2:5][CH2:6][OH:7])[CH2:3][CH2:2]1.[S:8](Cl)([C:11]1[CH:17]=[CH:16][C:14]([CH3:15])=[CH:13][CH:12]=1)(=[O:10])=[O:9].CCN(CC)CC.Cl, predict the reaction product. (5) Given the reactants [CH3:1][C:2]1[CH:3]=[C:4]2[C:8](=[CH:9][CH:10]=1)[NH:7][C:6]1[CH2:11][CH:12]3[NH:17][CH:16]([C:5]2=1)[CH2:15][CH2:14][CH2:13]3.[C:18]([C:20]1[CH:25]=[CH:24][CH:23]=[C:22]([C:26]([F:29])([F:28])[F:27])[CH:21]=1)#[CH:19], predict the reaction product. The product is: [CH3:1][C:2]1[CH:3]=[C:4]2[C:8](=[CH:9][CH:10]=1)[N:7](/[CH:19]=[CH:18]/[C:20]1[CH:25]=[CH:24][CH:23]=[C:22]([C:26]([F:27])([F:28])[F:29])[CH:21]=1)[C:6]1[CH2:11][CH:12]3[NH:17][CH:16]([C:5]2=1)[CH2:15][CH2:14][CH2:13]3. (6) Given the reactants [CH2:1]([N:4]([CH3:23])[C:5]1[C:9]([C:10](=[O:13])[CH:11]=[CH2:12])=[CH:8][N:7]([CH2:14][C:15]2[CH:20]=[CH:19][C:18]([O:21][CH3:22])=[CH:17][CH:16]=2)[N:6]=1)C=C, predict the reaction product. The product is: [CH3:22][O:21][C:18]1[CH:17]=[CH:16][C:15]([CH2:14][N:7]2[CH:8]=[C:9]3[C:5]([N:4]([CH3:1])[CH2:23][CH:12]=[CH:11][C:10]3=[O:13])=[N:6]2)=[CH:20][CH:19]=1. (7) Given the reactants [CH2:1]([O:8][CH:9]1[CH:13]([OH:14])[CH2:12][N:11]([C:15]([O:17][C:18]([CH3:21])([CH3:20])[CH3:19])=[O:16])[CH2:10]1)[C:2]1[CH:7]=[CH:6][CH:5]=[CH:4][CH:3]=1.CC(OI1(OC(C)=O)(OC(C)=O)OC(=O)C2C1=CC=CC=2)=O.S(=O)(O)[O-].[Na+], predict the reaction product. The product is: [CH2:1]([O:8][CH:9]1[C:13](=[O:14])[CH2:12][N:11]([C:15]([O:17][C:18]([CH3:21])([CH3:20])[CH3:19])=[O:16])[CH2:10]1)[C:2]1[CH:3]=[CH:4][CH:5]=[CH:6][CH:7]=1. (8) Given the reactants [CH3:1][C:2]([NH:7][C:8](=[O:17])[O:9][CH2:10][C:11]1[CH:16]=[CH:15][CH:14]=[CH:13][CH:12]=1)([CH3:6])[CH2:3][S:4]C.O.BrN1C(=O)CCC1=O.C(=O)([O-])O.[Na+].C(OC[S:37][CH2:38][C:39]([NH:42][C:43]([O:45][CH2:46][C:47]1[CH:52]=[CH:51][CH:50]=[CH:49][CH:48]=1)=[O:44])([CH3:41])[CH3:40])(=O)C.II.S([O-])(O)=O.[Na+], predict the reaction product. The product is: [CH2:46]([O:45][C:43]([NH:42][C:39]([CH3:41])([CH3:40])[CH2:38][S:37][S:4][CH2:3][C:2]([NH:7][C:8]([O:9][CH2:10][C:11]1[CH:16]=[CH:15][CH:14]=[CH:13][CH:12]=1)=[O:17])([CH3:6])[CH3:1])=[O:44])[C:47]1[CH:52]=[CH:51][CH:50]=[CH:49][CH:48]=1.